This data is from Full USPTO retrosynthesis dataset with 1.9M reactions from patents (1976-2016). The task is: Predict the reactants needed to synthesize the given product. (1) Given the product [C:16]([O:15][C:13](=[O:14])[NH:12][C@H:8]([CH2:7][C:4]1[CH:3]=[CH:2][C:1]([C:20]2[CH:25]=[CH:24][CH:23]=[CH:22][CH:21]=2)=[CH:6][CH:5]=1)[C:9]([CH:31]1[C:32](=[O:33])[O:34][C:27]([CH3:35])([CH3:26])[O:28][C:29]1=[O:30])=[O:10])([CH3:19])([CH3:17])[CH3:18], predict the reactants needed to synthesize it. The reactants are: [C:1]1([C:20]2[CH:25]=[CH:24][CH:23]=[CH:22][CH:21]=2)[CH:6]=[CH:5][C:4]([CH2:7][C@@H:8]([NH:12][C:13]([O:15][C:16]([CH3:19])([CH3:18])[CH3:17])=[O:14])[C:9](O)=[O:10])=[CH:3][CH:2]=1.[CH3:26][C:27]1([CH3:35])[O:34][C:32](=[O:33])[CH2:31][C:29](=[O:30])[O:28]1.C1CCC(N=C=NC2CCCCC2)CC1. (2) Given the product [C:9]([CH:13]([O:16][CH2:17][C:18]([F:21])([F:20])[F:19])[OH:14])([F:12])([F:11])[F:10], predict the reactants needed to synthesize it. The reactants are: C(=O)=O.S(=O)(=O)(O)O.[C:9]([CH2:13][OH:14])([F:12])([F:11])[F:10].C[O:16][CH:17](O)[C:18]([F:21])([F:20])[F:19]. (3) The reactants are: [Br:1][C:2]1[CH:3]=[N:4][CH:5]=[C:6](I)[C:7]=1[NH2:8].[C:10](OC)(=[O:14])/[CH:11]=[CH:12]/[CH3:13].C(N(CC)CC)C.C1(C)C=CC=CC=1P(C1C=CC=CC=1C)C1C=CC=CC=1C. Given the product [Br:1][C:2]1[CH:3]=[N:4][CH:5]=[C:6]2[C:7]=1[NH:8][C:10](=[O:14])[CH:11]=[C:12]2[CH3:13], predict the reactants needed to synthesize it. (4) The reactants are: [Cl:1][C:2]1[N:7]=[C:6]([Cl:8])[CH:5]=[C:4]([CH3:9])[N:3]=1.[NH:10]([CH3:12])[CH3:11].C([O-])(O)=O.[Na+]. Given the product [Cl:1][C:2]1[N:7]=[C:6]([N:10]([CH3:12])[CH3:11])[CH:5]=[C:4]([CH3:9])[N:3]=1.[Cl:8][C:6]1[CH:5]=[C:4]([CH3:9])[N:3]=[C:2]([N:10]([CH3:12])[CH3:11])[N:7]=1, predict the reactants needed to synthesize it.